This data is from Reaction yield outcomes from USPTO patents with 853,638 reactions. The task is: Predict the reaction yield, written as a fraction of the theoretical maximum amount of product (1.0 means a 100% yield; for example, 0.34 means a 34% yield). (1) The reactants are [OH:1][C@@H:2]([C@@H:9]([CH2:16]/[CH:17]=[CH:18]/[C:19]1[CH:24]=[CH:23][C:22]([O:25][C:26]([F:29])([F:28])[F:27])=[CH:21][CH:20]=1)[C:10]([O:12][CH:13]([CH3:15])[CH3:14])=[O:11])[C:3]([O:5][CH:6]([CH3:8])[CH3:7])=[O:4].[H][H]. The catalyst is CO.[Pd]. The product is [OH:1][C@@H:2]([C@@H:9]([CH2:16][CH2:17][CH2:18][C:19]1[CH:24]=[CH:23][C:22]([O:25][C:26]([F:27])([F:28])[F:29])=[CH:21][CH:20]=1)[C:10]([O:12][CH:13]([CH3:15])[CH3:14])=[O:11])[C:3]([O:5][CH:6]([CH3:8])[CH3:7])=[O:4]. The yield is 0.991. (2) The reactants are [CH:1]1([CH2:6][C@H:7]([CH2:34][N:35]([CH:44]=[O:45])[O:36]CC2C=CC=CC=2)[C:8]([N:10]2[C@H:14]([C:15]([NH:17][C:18]3[CH:23]=[CH:22][N:21]=[CH:20][N:19]=3)=[O:16])[CH2:13][CH2:12][N:11]2C(OCC2C=CC=CC=2)=O)=[O:9])[CH2:5][CH2:4][CH2:3][CH2:2]1. The product is [CH:1]1([CH2:6][C@H:7]([CH2:34][N:35]([CH:44]=[O:45])[OH:36])[C:8]([N:10]2[C@H:14]([C:15]([NH:17][C:18]3[CH:23]=[CH:22][N:21]=[CH:20][N:19]=3)=[O:16])[CH2:13][CH2:12][NH:11]2)=[O:9])[CH2:2][CH2:3][CH2:4][CH2:5]1. The catalyst is [OH-].[OH-].[Pd+2].CO. The yield is 0.670. (3) The reactants are C(N(C(C)C)CC)(C)C.[NH2:10][C@@H:11]([CH2:16][C:17]1[CH:22]=[CH:21][C:20]([N+:23]([O-])=O)=[CH:19][CH:18]=1)[C:12]([O:14][CH3:15])=[O:13].[CH2:26]([O:33][C:34](ON1C(=O)CCC1=O)=[O:35])[C:27]1[CH:32]=[CH:31][CH:30]=[CH:29][CH:28]=1. The catalyst is CN(C=O)C. The product is [NH2:23][C:20]1[CH:21]=[CH:22][C:17]([CH2:16][C@H:11]([NH:10][C:34]([O:33][CH2:26][C:27]2[CH:32]=[CH:31][CH:30]=[CH:29][CH:28]=2)=[O:35])[C:12]([O:14][CH3:15])=[O:13])=[CH:18][CH:19]=1. The yield is 0.980. (4) The reactants are [Br:1][C:2]1[CH:9]=[C:8]([F:10])[C:7]([CH3:11])=[CH:6][C:3]=1[CH:4]=[O:5].S(=O)(=O)([OH:14])N.Cl([O-])=O.[Na+].OP([O-])(O)=O.[K+]. The catalyst is O1CCOCC1. The product is [Br:1][C:2]1[CH:9]=[C:8]([F:10])[C:7]([CH3:11])=[CH:6][C:3]=1[C:4]([OH:14])=[O:5]. The yield is 0.930. (5) The reactants are [CH3:1][O:2][C:3](=[O:22])[C:4]1[CH:9]=[C:8]([N+:10]([O-])=O)[C:7]([NH2:13])=[C:6]([F:14])[C:5]=1[NH:15][C:16]1[CH:21]=[CH:20][CH:19]=[CH:18][CH:17]=1.[CH:23](O)=O. The catalyst is C(O)C.[OH-].[OH-].[Pd+2]. The product is [CH3:1][O:2][C:3]([C:4]1[C:5]([NH:15][C:16]2[CH:21]=[CH:20][CH:19]=[CH:18][CH:17]=2)=[C:6]([F:14])[C:7]2[N:13]=[CH:23][NH:10][C:8]=2[CH:9]=1)=[O:22]. The yield is 0.860. (6) The reactants are Cl.[Br:2][C:3]1[CH:8]=[CH:7][C:6]([N:9]2[CH2:14][CH2:13][NH:12][CH2:11][CH2:10]2)=[CH:5][CH:4]=1.[C:15]([O:19][C:20](=[O:30])[CH:21]([CH2:25][S:26](Cl)(=[O:28])=[O:27])[CH:22]([CH3:24])[CH3:23])([CH3:18])([CH3:17])[CH3:16].C(N(CC)CC)C. The catalyst is ClCCl. The product is [C:15]([O:19][C:20](=[O:30])[CH:21]([CH2:25][S:26]([N:12]1[CH2:13][CH2:14][N:9]([C:6]2[CH:5]=[CH:4][C:3]([Br:2])=[CH:8][CH:7]=2)[CH2:10][CH2:11]1)(=[O:27])=[O:28])[CH:22]([CH3:24])[CH3:23])([CH3:17])([CH3:18])[CH3:16]. The yield is 0.790. (7) The reactants are Br[C:2]1[C:10]2[O:9][CH2:8]C[C:6]=2[CH:5]=[CH:4][CH:3]=1.Br[C:12]1[CH:13]=[CH:14][CH:15]=[C:16]2[C:21]=1[O:20][CH2:19]CC2.[P:22](Cl)(Cl)[Cl:23]. No catalyst specified. The product is [Cl:23][P:22]([C:2]1[CH:3]=[CH:4][CH:5]=[CH:6][C:10]=1[O:9][CH3:8])[C:12]1[CH:13]=[CH:14][CH:15]=[CH:16][C:21]=1[O:20][CH3:19]. The yield is 0.530. (8) The reactants are [C:1]([C:3]1[CH:4]=[C:5]([NH:11][C:12](=O)[C:13]2[CH:18]=[CH:17][C:16]([O:19][CH3:20])=[CH:15][CH:14]=2)[CH:6]=[C:7]([O:9][CH3:10])[CH:8]=1)#[N:2].COC1C=CC(P2(SP(C3C=CC(OC)=CC=3)(=S)S2)=[S:31])=CC=1. The catalyst is ClC1C=CC=CC=1. The product is [C:1]([C:3]1[CH:4]=[C:5]([NH:11][C:12](=[S:31])[C:13]2[CH:18]=[CH:17][C:16]([O:19][CH3:20])=[CH:15][CH:14]=2)[CH:6]=[C:7]([O:9][CH3:10])[CH:8]=1)#[N:2]. The yield is 1.00. (9) The reactants are [Cl:1][C:2]1[CH:15]=[CH:14][CH:13]=[C:12]([Cl:16])[C:3]=1[CH2:4][CH:5]1[CH2:10][CH2:9][CH2:8][NH:7][C:6]1=[O:11].[H-].[Na+].CN(C)C=O.[CH2:24](Br)[C:25]1[CH:30]=[CH:29][CH:28]=[CH:27][CH:26]=1. The catalyst is O. The product is [CH2:24]([N:7]1[CH2:8][CH2:9][CH2:10][CH:5]([CH2:4][C:3]2[C:12]([Cl:16])=[CH:13][CH:14]=[CH:15][C:2]=2[Cl:1])[C:6]1=[O:11])[C:25]1[CH:30]=[CH:29][CH:28]=[CH:27][CH:26]=1. The yield is 0.780.